From a dataset of Peptide-MHC class II binding affinity with 134,281 pairs from IEDB. Regression. Given a peptide amino acid sequence and an MHC pseudo amino acid sequence, predict their binding affinity value. This is MHC class II binding data. (1) The peptide sequence is EKKYFAATYFEPLAA. The MHC is HLA-DPA10201-DPB10101 with pseudo-sequence HLA-DPA10201-DPB10101. The binding affinity (normalized) is 1.00. (2) The peptide sequence is SADEVQRMMAEIDTD. The MHC is HLA-DQA10102-DQB10602 with pseudo-sequence HLA-DQA10102-DQB10602. The binding affinity (normalized) is 0.426.